From a dataset of Forward reaction prediction with 1.9M reactions from USPTO patents (1976-2016). Predict the product of the given reaction. (1) Given the reactants [F:1][C:2]1[C:31]([F:32])=[CH:30][CH:29]=[CH:28][C:3]=1[O:4][C:5]1[CH:10]=[CH:9][C:8]([C:11]2[C:19]3[C:14](=[N:15][CH:16]=[N:17][C:18]=3[NH2:20])[N:13]([CH2:21][C@@H:22]3[CH2:26][CH2:25][CH2:24][NH:23]3)[N:12]=2)=[C:7]([F:27])[CH:6]=1.[C:33]([CH2:35][C:36](O)=[O:37])#[N:34], predict the reaction product. The product is: [NH2:20][C:18]1[N:17]=[CH:16][N:15]=[C:14]2[N:13]([CH2:21][C@@H:22]3[CH2:26][CH2:25][CH2:24][N:23]3[C:36](=[O:37])[CH2:35][C:33]#[N:34])[N:12]=[C:11]([C:8]3[CH:9]=[CH:10][C:5]([O:4][C:3]4[CH:28]=[CH:29][CH:30]=[C:31]([F:32])[C:2]=4[F:1])=[CH:6][C:7]=3[F:27])[C:19]=12. (2) The product is: [Cl:23][C:11]1[C:12]2[C:17](=[CH:16][CH:15]=[C:14]([O:18][CH3:19])[CH:13]=2)[C:8]([C:5]2[CH:6]=[CH:7][C:2]([F:1])=[CH:3][CH:4]=2)=[N:9][N:10]=1. Given the reactants [F:1][C:2]1[CH:7]=[CH:6][C:5]([C:8]2[C:17]3[C:12](=[CH:13][C:14]([O:18][CH3:19])=[CH:15][CH:16]=3)[C:11](=O)[NH:10][N:9]=2)=[CH:4][CH:3]=1.P(Cl)(Cl)([Cl:23])=O, predict the reaction product.